Predict the product of the given reaction. From a dataset of Forward reaction prediction with 1.9M reactions from USPTO patents (1976-2016). (1) Given the reactants [CH3:1][CH:2]1[CH2:4][CH:3]1[C:5](=O)[CH2:6][C:7]#[N:8].O.[NH2:11][NH2:12], predict the reaction product. The product is: [CH3:1][C@@H:2]1[CH2:4][C@H:3]1[C:5]1[NH:12][N:11]=[C:7]([NH2:8])[CH:6]=1. (2) Given the reactants CO[C:3](=[O:44])[CH2:4][O:5][C:6]1[CH:11]=[CH:10][C:9]([N:12]([CH2:34][C:35]2[CH:40]=[C:39]([C:41]#[N:42])[CH:38]=[CH:37][C:36]=2[F:43])[CH:13]2[CH2:18][CH2:17][N:16]([C@H:19]([CH3:33])[CH2:20][CH2:21][NH:22][C:23]([C:25]3[C:26]([CH3:32])=[N:27][CH:28]=[N:29][C:30]=3[CH3:31])=[O:24])[CH2:15][CH2:14]2)=[CH:8][CH:7]=1.[NH3:45], predict the reaction product. The product is: [C:3]([CH2:4][O:5][C:6]1[CH:7]=[CH:8][C:9]([N:12]([CH2:34][C:35]2[CH:40]=[C:39]([C:41]#[N:42])[CH:38]=[CH:37][C:36]=2[F:43])[CH:13]2[CH2:18][CH2:17][N:16]([C@H:19]([CH3:33])[CH2:20][CH2:21][NH:22][C:23]([C:25]3[C:30]([CH3:31])=[N:29][CH:28]=[N:27][C:26]=3[CH3:32])=[O:24])[CH2:15][CH2:14]2)=[CH:10][CH:11]=1)(=[O:44])[NH2:45]. (3) Given the reactants [Br:1][C:2]1[CH:7]=[CH:6][C:5]([NH:8][S:9]([CH2:12][CH2:13][CH2:14]Cl)(=[O:11])=[O:10])=[C:4]([F:16])[CH:3]=1.C(=O)([O-])[O-].[K+].[K+], predict the reaction product. The product is: [Br:1][C:2]1[CH:7]=[CH:6][C:5]([N:8]2[CH2:14][CH2:13][CH2:12][S:9]2(=[O:11])=[O:10])=[C:4]([F:16])[CH:3]=1. (4) The product is: [C:60]([NH:62][C@H:63]([C:65]([NH:18][C@H:19]([C:24]([NH:26][C@H:27]([C:32]([NH:34][C@@H:35]([CH2:43][OH:44])[CH2:36][C:77]1[CH:78]=[CH:79][CH:80]=[CH:81][CH:82]=1)=[O:33])[C@H:28]([CH2:30][CH3:31])[CH3:29])=[O:25])[CH2:20][CH:21]([CH3:23])[CH3:22])=[O:66])[CH3:64])([O:59][CH2:58][CH:56]1[C:55]2[C:50](=[CH:51][CH:52]=[CH:53][CH:54]=2)[C:49]2[C:57]1=[CH:45][CH:46]=[CH:47][CH:48]=2)=[O:61]. Given the reactants C([NH:18][C@H:19]([C:24]([NH:26][C@H:27]([C:32]([NH:34][C@@H:35]([CH2:43][OH:44])[CH2:36]C1C=CC=CC=1)=[O:33])[C@H:28]([CH2:30][CH3:31])[CH3:29])=[O:25])[CH2:20][CH:21]([CH3:23])[CH3:22])(OCC1C2C(=CC=CC=2)C2C1=CC=CC=2)=O.[CH:45]1[C:57]2[CH:56]([CH2:58][O:59][C:60]([NH:62][C@H:63]([C:65](O)=[O:66])[CH3:64])=[O:61])[C:55]3[C:50](=[CH:51][CH:52]=[CH:53][CH:54]=3)[C:49]=2[CH:48]=[CH:47][CH:46]=1.[CH2:77]1[CH2:82][CH2:81][CH:80](N=C=N[CH:77]2[CH2:82][CH2:81][CH2:80][CH2:79][CH2:78]2)[CH2:79][CH2:78]1.C1C=CC2N(O)N=NC=2C=1, predict the reaction product. (5) Given the reactants [CH3:1][O:2][C:3]1[CH:17]=[C:16]([O:18][CH3:19])[CH:15]=[CH:14][C:4]=1[CH2:5][N:6]1[C:10](=[O:11])[CH2:9][NH:8][S:7]1(=[O:13])=[O:12].[C:20]([O:24][C:25](=[O:35])[NH:26][C:27]1[CH:32]=[CH:31][C:30]([CH2:33]O)=[CH:29][CH:28]=1)([CH3:23])([CH3:22])[CH3:21].C1(P(C2C=CC=CC=2)C2C=CC=CC=2)C=CC=CC=1.N(C(OCC)=O)=NC(OCC)=O, predict the reaction product. The product is: [C:20]([O:24][C:25](=[O:35])[NH:26][C:27]1[CH:28]=[CH:29][C:30]([CH2:33][N:8]2[CH2:9][C:10](=[O:11])[N:6]([CH2:5][C:4]3[CH:14]=[CH:15][C:16]([O:18][CH3:19])=[CH:17][C:3]=3[O:2][CH3:1])[S:7]2(=[O:13])=[O:12])=[CH:31][CH:32]=1)([CH3:23])([CH3:22])[CH3:21]. (6) Given the reactants [Mn]([O-])(=O)(=O)=[O:2].[K+].[Cl:7][C:8]1[CH:9]=[C:10]([C:14]2[O:18][N:17]=[C:16]([CH2:19][OH:20])[CH:15]=2)[CH:11]=[CH:12][CH:13]=1, predict the reaction product. The product is: [Cl:7][C:8]1[CH:9]=[C:10]([C:14]2[O:18][N:17]=[C:16]([C:19]([OH:2])=[O:20])[CH:15]=2)[CH:11]=[CH:12][CH:13]=1.